This data is from Reaction yield outcomes from USPTO patents with 853,638 reactions. The task is: Predict the reaction yield, written as a fraction of the theoretical maximum amount of product (1.0 means a 100% yield; for example, 0.34 means a 34% yield). (1) The reactants are C([O-])([O-])=O.[Cs+].[Cs+].F[C:8]1[CH:23]=[CH:22][C:21]([F:24])=[CH:20][C:9]=1[C:10]([NH:12][C:13]1[CH:18]=[CH:17][NH:16][C:15](=[O:19])[CH:14]=1)=[O:11].[F:25][C:26]([F:36])([F:35])[O:27][C:28]1[CH:33]=[CH:32][C:31]([OH:34])=[CH:30][CH:29]=1. The catalyst is CN(C=O)C. The product is [F:24][C:21]1[CH:22]=[CH:23][C:8]([O:34][C:31]2[CH:32]=[CH:33][C:28]([O:27][C:26]([F:25])([F:35])[F:36])=[CH:29][CH:30]=2)=[C:9]([CH:20]=1)[C:10]([NH:12][C:13]1[CH:18]=[CH:17][NH:16][C:15](=[O:19])[CH:14]=1)=[O:11]. The yield is 0.0300. (2) The reactants are [CH2:1]([O:8][C:9]1[CH:24]=[C:23]([N:25]([CH2:31][C:32]2[CH:37]=[CH:36][C:35]([CH:38]3[CH2:43][CH2:42][CH2:41][CH2:40][CH2:39]3)=[CH:34][CH:33]=2)[C:26](=[O:30])[CH2:27][NH:28][CH3:29])[CH:22]=[CH:21][C:10]=1[C:11]([O:13][CH2:14][C:15]1[CH:20]=[CH:19][CH:18]=[CH:17][CH:16]=1)=[O:12])[C:2]1[CH:7]=[CH:6][CH:5]=[CH:4][CH:3]=1.[CH3:44][C:45]1[CH:50]=[C:49]([CH3:51])[CH:48]=[C:47]([CH3:52])[C:46]=1[S:53](Cl)(=[O:55])=[O:54]. No catalyst specified. The product is [CH2:1]([O:8][C:9]1[CH:24]=[C:23]([N:25]([CH2:31][C:32]2[CH:33]=[CH:34][C:35]([CH:38]3[CH2:43][CH2:42][CH2:41][CH2:40][CH2:39]3)=[CH:36][CH:37]=2)[C:26](=[O:30])[CH2:27][N:28]([CH3:29])[S:53]([C:46]2[C:47]([CH3:52])=[CH:48][C:49]([CH3:51])=[CH:50][C:45]=2[CH3:44])(=[O:55])=[O:54])[CH:22]=[CH:21][C:10]=1[C:11]([O:13][CH2:14][C:15]1[CH:20]=[CH:19][CH:18]=[CH:17][CH:16]=1)=[O:12])[C:2]1[CH:3]=[CH:4][CH:5]=[CH:6][CH:7]=1. The yield is 0.740. (3) The reactants are [H-].[Na+].[Cl:3][C:4]1[CH:5]=[CH:6][C:7]([CH3:17])=[C:8]([C:10]2[C:11]([C:15]#[N:16])=[CH:12][NH:13][CH:14]=2)[CH:9]=1.Cl[C:19]1[C:24]2=[CH:25][CH:26]=[CH:27][N:23]2[N:22]=[CH:21][N:20]=1.[NH4+].[Cl-]. The catalyst is C1COCC1. The product is [Cl:3][C:4]1[CH:5]=[CH:6][C:7]([CH3:17])=[C:8]([C:10]2[C:11]([C:15]#[N:16])=[CH:12][N:13]([C:19]3[C:24]4=[CH:25][CH:26]=[CH:27][N:23]4[N:22]=[CH:21][N:20]=3)[CH:14]=2)[CH:9]=1. The yield is 0.550. (4) The reactants are C([O:3][C:4](=[O:33])[CH2:5][C:6]1[N:7]=[C:8]([NH:11][C:12](=[O:32])[CH2:13][S:14][CH:15]2[C:19]([CH3:20])=[C:18]([CH3:21])[C:17](=[O:22])[N:16]2[CH2:23][C:24]2[CH:29]=[CH:28][C:27]([O:30][CH3:31])=[CH:26][CH:25]=2)[S:9][CH:10]=1)C.[Li+].[OH-].Cl. The catalyst is C1COCC1.O.CCOC(C)=O. The product is [CH3:31][O:30][C:27]1[CH:26]=[CH:25][C:24]([CH2:23][N:16]2[C:17](=[O:22])[C:18]([CH3:21])=[C:19]([CH3:20])[CH:15]2[S:14][CH2:13][C:12]([NH:11][C:8]2[S:9][CH:10]=[C:6]([CH2:5][C:4]([OH:33])=[O:3])[N:7]=2)=[O:32])=[CH:29][CH:28]=1. The yield is 0.630. (5) The catalyst is CN(C=O)C. The reactants are [CH2:1]([C:3]1[CH:18]=[CH:17][C:6]([CH2:7][N:8]2[C:16]3[C:11](=[CH:12][CH:13]=[CH:14][CH:15]=3)[CH:10]=[CH:9]2)=[CH:5][CH:4]=1)[CH3:2].[Br:19]Br.S(OS(O)=O)(O)=O.[Na]. The yield is 0.630. The product is [Br:19][C:10]1[C:11]2[C:16](=[CH:15][CH:14]=[CH:13][CH:12]=2)[N:8]([CH2:7][C:6]2[CH:17]=[CH:18][C:3]([CH2:1][CH3:2])=[CH:4][CH:5]=2)[CH:9]=1. (6) The reactants are [Cl:1][C:2]1[S:6][C:5]([CH2:7][N:8]2[C:12]3=[N:13][CH:14]=[CH:15][CH:16]=[C:11]3[C:10]([CH:17]3[CH2:22][CH2:21][NH:20][CH2:19][CH2:18]3)=[CH:9]2)=[CH:4][CH:3]=1.C[O:24][C:25](=[O:38])[C:26]1[CH:31]=[CH:30][CH:29]=[C:28]([O:32][CH3:33])[C:27]=1[O:34][CH2:35][CH2:36]Cl. No catalyst specified. The product is [Cl:1][C:2]1[S:6][C:5]([CH2:7][N:8]2[C:12]3=[N:13][CH:14]=[CH:15][CH:16]=[C:11]3[C:10]([CH:17]3[CH2:18][CH2:19][N:20]([CH2:36][CH2:35][O:34][C:27]4[C:28]([O:32][CH3:33])=[CH:29][CH:30]=[CH:31][C:26]=4[C:25]([OH:38])=[O:24])[CH2:21][CH2:22]3)=[CH:9]2)=[CH:4][CH:3]=1. The yield is 0.140. (7) The reactants are [CH:1]([C:4]1[N:8]2[CH:9]=[C:10]([C:13]#[C:14][C:15]3[CH:20]=[CH:19][CH:18]=[C:17](C)[N:16]=3)[CH:11]=[CH:12][C:7]2=[N:6][N:5]=1)([CH3:3])[CH3:2].[N:22]([Si](C)(C)C)=[N+:23]=[N-:24].[CH3:29]N(C=O)C. No catalyst specified. The product is [CH:1]([C:4]1[N:8]2[CH:9]=[C:10]([C:13]3[C:14]([C:15]4[C:20]([CH3:29])=[CH:19][CH:18]=[CH:17][N:16]=4)=[N:24][NH:23][N:22]=3)[CH:11]=[CH:12][C:7]2=[N:6][N:5]=1)([CH3:2])[CH3:3]. The yield is 0.390.